Dataset: Forward reaction prediction with 1.9M reactions from USPTO patents (1976-2016). Task: Predict the product of the given reaction. (1) Given the reactants [NH:1]1[C:5]2=[CH:6][N:7]=[CH:8][CH:9]=[C:4]2[CH:3]=[C:2]1[C:10]([O:12][CH2:13][CH3:14])=[O:11].[CH3:15][C:16]([O:19][C:20](O[C:20]([O:19][C:16]([CH3:18])([CH3:17])[CH3:15])=[O:21])=[O:21])([CH3:18])[CH3:17].O, predict the reaction product. The product is: [N:1]1([C:20]([O:19][C:16]([CH3:18])([CH3:17])[CH3:15])=[O:21])[C:5]2=[CH:6][N:7]=[CH:8][CH:9]=[C:4]2[CH:3]=[C:2]1[C:10]([O:12][CH2:13][CH3:14])=[O:11]. (2) The product is: [Cl:1][C:2]1[CH:3]=[CH:4][C:5]2[NH:11][C:10](=[O:12])[CH2:9][C:8]3[CH:13]=[N:30][C:29]([CH2:28][C:21]4[C:22]5[C:27](=[CH:26][CH:25]=[CH:24][CH:23]=5)[NH:19][CH:20]=4)=[N:31][C:7]=3[C:6]=2[CH:18]=1. Given the reactants [Cl:1][C:2]1[CH:3]=[CH:4][C:5]2[NH:11][C:10](=[O:12])[CH2:9][C:8](=[CH:13]N(C)C)[C:7](=O)[C:6]=2[CH:18]=1.[NH:19]1[C:27]2[C:22](=[CH:23][CH:24]=[CH:25][CH:26]=2)[C:21]([CH2:28][C:29]([NH2:31])=[NH:30])=[CH:20]1, predict the reaction product. (3) Given the reactants [C:1]([O:5][C@@H:6]([C:11]1[C:40]([CH3:41])=[CH:39][C:38]2=[N:42][C:35]3=[CH:36][N:37]2[C:12]=1[N:13]1[CH2:48][CH2:47][C:16]([CH3:49])([O:17][CH2:18][CH2:19][CH2:20][CH2:21][C@H:22]([CH3:46])[O:23][C:24]2[CH:25]=[C:26]([F:45])[CH:27]=[C:28]([F:44])[C:29]=2[C:30]2[CH:43]=[C:34]3[CH:33]=[CH:32][CH:31]=2)[CH2:15][CH2:14]1)[C:7]([O:9]C)=[O:8])([CH3:4])([CH3:3])[CH3:2].[C:50](O[C@@H](C1C(C)=CC2=NC3=C(Cl)N2C=1N1CCC(C)(OCCCC[C@H](C)OC2C=CC(C)=CC=2C2C=C3C=CC=2)CC1)C(O)=O)(C)(C)C, predict the reaction product. The product is: [C:1]([O:5][C@@H:6]([C:11]1[C:40]([CH3:41])=[C:39]([CH3:50])[C:38]2=[N:42][C:35]3=[CH:36][N:37]2[C:12]=1[N:13]1[CH2:14][CH2:15][C:16]([CH3:49])([O:17][CH2:18][CH2:19][CH2:20][CH2:21][C@H:22]([CH3:46])[O:23][C:24]2[CH:25]=[C:26]([F:45])[CH:27]=[C:28]([F:44])[C:29]=2[C:30]2[CH:43]=[C:34]3[CH:33]=[CH:32][CH:31]=2)[CH2:47][CH2:48]1)[C:7]([OH:9])=[O:8])([CH3:2])([CH3:3])[CH3:4]. (4) Given the reactants [C:1]([O:5][C:6]([N:8]1[CH2:13][CH2:12][CH:11]([N:14]2[C:18]3=[N:19][CH:20]=[N:21][C:22](Cl)=[C:17]3[CH:16]=[N:15]2)[CH2:10][CH2:9]1)=[O:7])([CH3:4])([CH3:3])[CH3:2].[CH3:24][C:25]1[C:30]([NH2:31])=[CH:29][CH:28]=[C:27]([N:32]2[CH:36]=[N:35][CH:34]=[N:33]2)[N:26]=1.CC(C)([O-])C.[Na+], predict the reaction product. The product is: [C:1]([O:5][C:6]([N:8]1[CH2:13][CH2:12][CH:11]([N:14]2[C:18]3=[N:19][CH:20]=[N:21][C:22]([NH:31][C:30]4[C:25]([CH3:24])=[N:26][C:27]([N:32]5[CH:36]=[N:35][CH:34]=[N:33]5)=[CH:28][CH:29]=4)=[C:17]3[CH:16]=[N:15]2)[CH2:10][CH2:9]1)=[O:7])([CH3:4])([CH3:3])[CH3:2]. (5) Given the reactants [CH:1]1([N:7]([CH2:25][CH:26]2[CH2:28][CH2:27]2)[C:8]2[N:13]=[CH:12][N:11]=[C:10]([C:14]([NH:16][C:17]3[CH:22]=[CH:21][C:20]([CH:23]=O)=[CH:19][CH:18]=3)=[O:15])[CH:9]=2)[CH2:6][CH2:5][CH2:4][CH2:3][CH2:2]1.Cl.[CH3:30][O:31][C:32](=[O:37])[C:33]([NH2:36])([CH3:35])[CH3:34], predict the reaction product. The product is: [CH:1]1([N:7]([CH2:25][CH:26]2[CH2:27][CH2:28]2)[C:8]2[N:13]=[CH:12][N:11]=[C:10]([C:14]([NH:16][C:17]3[CH:18]=[CH:19][C:20]([CH2:23][NH:36][C:33]([CH3:35])([C:32]([O:31][CH3:30])=[O:37])[CH3:34])=[CH:21][CH:22]=3)=[O:15])[CH:9]=2)[CH2:6][CH2:5][CH2:4][CH2:3][CH2:2]1. (6) Given the reactants [Cl:1][C:2]1[CH:3]=[C:4]([NH:8][C:9]2[N:14]=[C:13]([C:15]3[CH:20]=[CH:19][N:18]=[C:17]([NH:21][NH2:22])[CH:16]=3)[CH:12]=[CH:11][N:10]=2)[CH:5]=[CH:6][CH:7]=1.[C:23](OC)(=[O:26])[CH:24]=[CH2:25].[K].C(O)(=O)C, predict the reaction product. The product is: [Cl:1][C:2]1[CH:3]=[C:4]([NH:8][C:9]2[N:14]=[C:13]([C:15]3[CH:20]=[CH:19][N:18]=[C:17]([N:21]4[CH2:25][CH2:24][C:23]([OH:26])=[N:22]4)[CH:16]=3)[CH:12]=[CH:11][N:10]=2)[CH:5]=[CH:6][CH:7]=1.